From a dataset of Full USPTO retrosynthesis dataset with 1.9M reactions from patents (1976-2016). Predict the reactants needed to synthesize the given product. (1) Given the product [NH2:1][C@H:2]([C:56]1[CH:61]=[CH:60][CH:59]=[CH:58][CH:57]=1)[C:3]([N:5]1[CH2:9][C@@H:8]([CH2:10][O:11][CH3:12])[CH2:7][C@H:6]1[C:13]1[NH:17][C:16]2[C:18]3[C:23]([CH:24]=[CH:25][C:15]=2[N:14]=1)=[CH:22][C:21]1[C:26]2[C:29]([CH2:30][O:63][C:20]=1[CH:19]=3)=[CH:28][C:53]([C:32]1[NH:33][C:34]([C@@H:36]3[CH2:40][CH2:39][CH2:38][N:37]3[C:42](=[O:52])[C@@H:43]([NH:47][C:48](=[O:51])[O:49][CH3:50])[CH:44]([CH3:45])[CH3:46])=[N:35][CH:31]=1)=[CH:54][CH:55]=2)=[O:4], predict the reactants needed to synthesize it. The reactants are: [NH2:1][C@H:2]([C:56]1[CH:61]=[CH:60][CH:59]=[CH:58][CH:57]=1)[C:3]([N:5]1[CH2:9][C@@H:8]([CH2:10][O:11][CH3:12])[CH2:7][C@H:6]1[C:13]1[NH:17][C:16]2[C:18]3[C:23]([CH:24]=[CH:25][C:15]=2[N:14]=1)=[CH:22][C:21]([C:26]1C=[C:28]2[C:53](=[CH:54][CH:55]=1)[C:32]1[NH:33][C:34]([C@@H:36]4[CH2:40][C@H:39](C)[CH2:38][N:37]4[C:42](=[O:52])[C@@H:43]([NH:47][C:48](=[O:51])[O:49][CH3:50])[CH:44]([CH3:46])[CH3:45])=[N:35][C:31]=1[CH:30]=[CH:29]2)=[CH:20][CH:19]=3)=[O:4].C[O:63]C(N[C@@H](C(C)C)C(N1C[C@@H](C)C[C@H]1C1NC2C3C(C=CC=2N=1)=CC(C1C=C2C(=CC=1)C1NC([C@@H]4C[C@H](COC)CN4C(OC(C)(C)C)=O)=NC=1C=C2)=CC=3)=O)=O. (2) Given the product [O:9]=[C:10]1[CH:15]([N:16]2[C:24](=[O:25])[C:23]3[C:18](=[CH:19][CH:20]=[CH:21][C:22]=3[CH2:26][N:27]([CH3:28])[C:38]([NH:37][C:31]3[CH:36]=[CH:35][CH:34]=[CH:33][CH:32]=3)=[O:39])[C:17]2=[O:29])[CH2:14][CH2:13][C:12](=[O:30])[NH:11]1, predict the reactants needed to synthesize it. The reactants are: C(N(CC)CC)C.Cl.[O:9]=[C:10]1[CH:15]([N:16]2[C:24](=[O:25])[C:23]3[C:18](=[CH:19][CH:20]=[CH:21][C:22]=3[CH2:26][NH:27][CH3:28])[C:17]2=[O:29])[CH2:14][CH2:13][C:12](=[O:30])[NH:11]1.[C:31]1([N:37]=[C:38]=[O:39])[CH:36]=[CH:35][CH:34]=[CH:33][CH:32]=1. (3) Given the product [F:28][C:25]1[CH:26]=[CH:27][C:22]([C:21]([NH:20][C:17]2[CH:18]=[CH:19][C:14]([CH2:13][NH:12][C:10]3[C:9]4[C:4](=[CH:5][C:6]([CH3:30])=[CH:7][CH:8]=4)[N:3]=[C:2]([N:39]4[CH2:40][CH2:41][CH:36]([N:31]5[CH2:35][CH2:34][CH2:33][CH2:32]5)[CH2:37][CH2:38]4)[N:11]=3)=[CH:15][CH:16]=2)=[O:29])=[CH:23][CH:24]=1, predict the reactants needed to synthesize it. The reactants are: Cl[C:2]1[N:11]=[C:10]([NH:12][CH2:13][C:14]2[CH:19]=[CH:18][C:17]([NH:20][C:21](=[O:29])[C:22]3[CH:27]=[CH:26][C:25]([F:28])=[CH:24][CH:23]=3)=[CH:16][CH:15]=2)[C:9]2[C:4](=[CH:5][C:6]([CH3:30])=[CH:7][CH:8]=2)[N:3]=1.[N:31]1([CH:36]2[CH2:41][CH2:40][NH:39][CH2:38][CH2:37]2)[CH2:35][CH2:34][CH2:33][CH2:32]1.